Dataset: Catalyst prediction with 721,799 reactions and 888 catalyst types from USPTO. Task: Predict which catalyst facilitates the given reaction. (1) Reactant: [Br:1][C:2]1[CH:3]=[C:4]([CH:16]=[CH:17][CH:18]=1)[CH2:5][N:6]1[CH:11]=[CH:10][CH:9]=[C:8]([C:12]([OH:14])=O)[C:7]1=[O:15].[NH2:19][C@@H:20]([CH2:28][CH2:29][CH2:30][NH:31][C:32]([NH:34][S:35]([C:38]1[C:39]([CH3:52])=[C:40]2[C:45](=[C:46]([CH3:49])[C:47]=1[CH3:48])[O:44][C:43]([CH3:51])([CH3:50])[CH2:42][CH2:41]2)(=[O:37])=[O:36])=[NH:33])[C:21]([O:23][C:24]([CH3:27])([CH3:26])[CH3:25])=[O:22].CN(C(ON1N=NC2C=CC=CC1=2)=[N+](C)C)C.F[P-](F)(F)(F)(F)F.CCN(C(C)C)C(C)C. Product: [Br:1][C:2]1[CH:3]=[C:4]([CH:16]=[CH:17][CH:18]=1)[CH2:5][N:6]1[CH:11]=[CH:10][CH:9]=[C:8]([C:12]([NH:19][C@@H:20]([CH2:28][CH2:29][CH2:30][NH:31][C:32]([NH:34][S:35]([C:38]2[C:39]([CH3:52])=[C:40]3[C:45](=[C:46]([CH3:49])[C:47]=2[CH3:48])[O:44][C:43]([CH3:51])([CH3:50])[CH2:42][CH2:41]3)(=[O:36])=[O:37])=[NH:33])[C:21]([O:23][C:24]([CH3:25])([CH3:26])[CH3:27])=[O:22])=[O:14])[C:7]1=[O:15]. The catalyst class is: 3. (2) Reactant: [S:1](=[O:5])(=[O:4])([OH:3])[OH:2].CC(O)C.B.C(N)(C)(C)C.[CH3:16][O:17][C:18](=[O:27])[CH:19]=[C:20]([NH2:26])[CH2:21][C:22]([O:24][CH3:25])=[O:23]. Product: [S:1](=[O:3])(=[O:2])([OH:5])[OH:4].[CH3:25][O:24][C:22](=[O:23])[CH2:21][CH:20]([NH2:26])[CH2:19][C:18]([O:17][CH3:16])=[O:27]. The catalyst class is: 1. (3) Reactant: [NH2:1][C:2]1[C:10]2[C:9]([CH3:11])=[C:8]([CH2:12]Br)[N:7]=[N:6][C:5]=2[S:4][C:3]=1[C:14]([O:16][CH3:17])=[O:15].[NH:18]1[CH2:23][CH2:22][O:21][CH2:20][CH2:19]1.C([O-])([O-])=O.[K+].[K+]. Product: [NH2:1][C:2]1[C:10]2[C:9]([CH3:11])=[C:8]([CH2:12][N:18]3[CH2:23][CH2:22][O:21][CH2:20][CH2:19]3)[N:7]=[N:6][C:5]=2[S:4][C:3]=1[C:14]([O:16][CH3:17])=[O:15]. The catalyst class is: 3. (4) Reactant: [F:1][C:2]1[CH:17]=[CH:16][CH:15]=[CH:14][C:3]=1[CH2:4][C:5]1([CH3:13])[N:9]([CH3:10])[C:8](=[O:11])[NH:7][C:6]1=[O:12].C(=O)([O-])[O-].[K+].[K+].Br[CH2:25][C:26]([C:28]1[CH:33]=[CH:32][CH:31]=[CH:30][CH:29]=1)=[O:27]. Product: [F:1][C:2]1[CH:17]=[CH:16][CH:15]=[CH:14][C:3]=1[CH2:4][C:5]1([CH3:13])[N:9]([CH3:10])[C:8](=[O:11])[N:7]([CH2:25][C:26](=[O:27])[C:28]2[CH:33]=[CH:32][CH:31]=[CH:30][CH:29]=2)[C:6]1=[O:12]. The catalyst class is: 3. (5) Reactant: [NH2:1][C:2]1[C:3]([F:23])=[CH:4][C:5]([Cl:22])=[C:6]([C:8]2[C:9](=[O:21])[N:10]([CH2:19][CH3:20])[C:11]3[C:16]([CH:17]=2)=[CH:15][N:14]=[C:13]([Cl:18])[CH:12]=3)[CH:7]=1.[F:24][C:25]1[CH:26]=[C:27]([N:32]=[C:33]=[O:34])[CH:28]=[C:29]([F:31])[CH:30]=1. Product: [Cl:22][C:5]1[C:6]([C:8]2[C:9](=[O:21])[N:10]([CH2:19][CH3:20])[C:11]3[C:16]([CH:17]=2)=[CH:15][N:14]=[C:13]([Cl:18])[CH:12]=3)=[CH:7][C:2]([NH:1][C:33]([NH:32][C:27]2[CH:28]=[C:29]([F:31])[CH:30]=[C:25]([F:24])[CH:26]=2)=[O:34])=[C:3]([F:23])[CH:4]=1. The catalyst class is: 1. (6) Reactant: [CH2:1]([N:3]([C:12]([C:14]1[NH:18][N:17]=[N:16][N:15]=1)=[O:13])[NH:4]C(OC(C)(C)C)=O)[CH3:2]. Product: [CH2:1]([N:3]([C:12]([C:14]1[NH:18][N:17]=[N:16][N:15]=1)=[O:13])[NH2:4])[CH3:2]. The catalyst class is: 13. (7) Reactant: [Cl:1][C:2]1[CH:19]=[C:18]([OH:20])[CH:17]=[C:16]([Cl:21])[C:3]=1[O:4][CH2:5][CH2:6][CH2:7][NH:8][C:9]([O:11][C:12]([CH3:15])([CH3:14])[CH3:13])=[O:10].[Cl:22][C:23](Cl)([Cl:27])[CH2:24][CH2:25]Cl.C(=O)([O-])[O-].[K+].[K+]. Product: [Cl:22][C:23]([Cl:27])=[CH:24][CH2:25][O:20][C:18]1[CH:19]=[C:2]([Cl:1])[C:3]([O:4][CH2:5][CH2:6][CH2:7][NH:8][C:9]([O:11][C:12]([CH3:14])([CH3:15])[CH3:13])=[O:10])=[C:16]([Cl:21])[CH:17]=1. The catalyst class is: 3. (8) Reactant: [Cl:1][C:2]1[N:6]([CH2:7][C:8](OCC)=[O:9])[C:5]2[C:13]([CH:18]([CH2:21][CH3:22])[CH2:19][CH3:20])=[CH:14][CH:15]=[C:16]([Cl:17])[C:4]=2[N:3]=1.[BH4-].[Li+]. Product: [Cl:1][C:2]1[N:6]([CH2:7][CH2:8][OH:9])[C:5]2[C:13]([CH:18]([CH2:21][CH3:22])[CH2:19][CH3:20])=[CH:14][CH:15]=[C:16]([Cl:17])[C:4]=2[N:3]=1. The catalyst class is: 7. (9) Reactant: [C:1]1([S:7]([N:10]2[CH:14]=[CH:13][C:12]([CH2:15][CH2:16][CH:17]([OH:19])[CH3:18])=[CH:11]2)(=[O:9])=[O:8])[CH:6]=[CH:5][CH:4]=[CH:3][CH:2]=1.CCN(CC)CC.Cl[S:28]([N:31]=C=O)(=[O:30])=[O:29].C(O)=O. Product: [S:28](=[O:30])(=[O:29])([O:19][CH:17]([CH2:16][CH2:15][C:12]1[CH:13]=[CH:14][N:10]([S:7]([C:1]2[CH:6]=[CH:5][CH:4]=[CH:3][CH:2]=2)(=[O:8])=[O:9])[CH:11]=1)[CH3:18])[NH2:31]. The catalyst class is: 2. (10) Reactant: Br[C:2]1[CH:7]=[C:6]([C:8]([F:11])([F:10])[F:9])[N:5]=[C:4]([C:12]([F:15])([F:14])[F:13])[CH:3]=1.[F:16][C:17]([F:24])([F:23])[C:18](B(O)O)=[CH2:19].C(=O)([O-])[O-].[K+].[K+]. Product: [F:9][C:8]([F:11])([F:10])[C:6]1[CH:7]=[C:2]([C:18]([C:17]([F:24])([F:23])[F:16])=[CH2:19])[CH:3]=[C:4]([C:12]([F:15])([F:14])[F:13])[N:5]=1. The catalyst class is: 20.